From a dataset of Full USPTO retrosynthesis dataset with 1.9M reactions from patents (1976-2016). Predict the reactants needed to synthesize the given product. Given the product [ClH:39].[NH2:7][C@@H:8]1[C@@H:13]([OH:14])[C@H:12]([CH2:15][C:16]2[CH:21]=[C:20]([O:22][CH:23]([C:24]([F:27])([F:26])[F:25])[C:28]([F:31])([F:29])[F:30])[C:19]([N+:32]([O-:34])=[O:33])=[C:18]([F:35])[CH:17]=2)[CH2:11][S:10](=[O:36])(=[O:37])[CH2:9]1, predict the reactants needed to synthesize it. The reactants are: C(OC(=O)[NH:7][C@@H:8]1[C@@H:13]([OH:14])[C@H:12]([CH2:15][C:16]2[CH:21]=[C:20]([O:22][CH:23]([C:28]([F:31])([F:30])[F:29])[C:24]([F:27])([F:26])[F:25])[C:19]([N+:32]([O-:34])=[O:33])=[C:18]([F:35])[CH:17]=2)[CH2:11][S:10](=[O:37])(=[O:36])[CH2:9]1)(C)(C)C.[ClH:39].